From a dataset of Forward reaction prediction with 1.9M reactions from USPTO patents (1976-2016). Predict the product of the given reaction. (1) Given the reactants [C:1]([N:8]([C:27]([O:29][C:30]([CH3:33])([CH3:32])[CH3:31])=[O:28])[C@H:9]1[CH2:13][C@@H:12]([N:14]2[CH:22]=[N:21][C:20]3[C:15]2=[N:16][C:17]([Cl:24])=[N:18][C:19]=3Cl)[C@H:11]([OH:25])[C@@H:10]1[OH:26])([O:3][C:4]([CH3:7])([CH3:6])[CH3:5])=[O:2].ClC1N=C2C(N=CN2[C@@H]2C[C@H](N(C(OC(C)(C)C)=O)C(OC(C)(C)C)=O)C=C2)=C([NH:64][CH2:65][CH:66]([C:73]2[CH:78]=[CH:77][CH:76]=[CH:75][CH:74]=2)[C:67]2[CH:72]=[CH:71][CH:70]=[CH:69][CH:68]=2)N=1, predict the reaction product. The product is: [Cl:24][C:17]1[N:16]=[C:15]2[C:20]([N:21]=[CH:22][N:14]2[C@@H:12]2[CH2:13][C@H:9]([N:8]([C:27]([O:29][C:30]([CH3:32])([CH3:33])[CH3:31])=[O:28])[C:1]([O:3][C:4]([CH3:7])([CH3:6])[CH3:5])=[O:2])[C@@H:10]([OH:26])[C@H:11]2[OH:25])=[C:19]([NH:64][CH2:65][CH:66]([C:67]2[CH:72]=[CH:71][CH:70]=[CH:69][CH:68]=2)[C:73]2[CH:78]=[CH:77][CH:76]=[CH:75][CH:74]=2)[N:18]=1. (2) Given the reactants [NH2:1][C:2]1[N:7]=[C:6]([N:8]2[CH2:30][CH2:29][C:11]3([CH2:15][N:14]([C:16]([O:18][CH2:19][C:20]4[CH:25]=[CH:24][CH:23]=[CH:22][CH:21]=4)=[O:17])[C@H:13]([C:26]([OH:28])=[O:27])[CH2:12]3)[CH2:10][CH2:9]2)[CH:5]=[C:4]([O:31][C@H:32]([C:37]2[CH:42]=[CH:41][C:40](Br)=[CH:39][C:38]=2[N:44]2[CH:48]=[CH:47][C:46]([CH3:49])=[N:45]2)[C:33]([F:36])([F:35])[F:34])[N:3]=1.[CH3:50][CH2:51][O-:52].[Na+].B1C2CC[CH2:62][CH:55]1CCC2.C=C[CH2:65][CH3:66].C1C[O:70][CH2:69]C1, predict the reaction product. The product is: [NH2:1][C:2]1[N:7]=[C:6]([N:8]2[CH2:30][CH2:29][C:11]3([CH2:15][N:14]([C:16]([O:18][CH2:19][C:20]4[CH:25]=[CH:24][CH:23]=[CH:22][CH:21]=4)=[O:17])[C@H:13]([C:26]([O:28][CH2:65][CH3:66])=[O:27])[CH2:12]3)[CH2:10][CH2:9]2)[CH:5]=[C:4]([O:31][C@H:32]([C:37]2[CH:42]=[CH:41][C:40]([CH2:62][CH2:55][CH2:50][C:51]([O:70][CH3:69])=[O:52])=[CH:39][C:38]=2[N:44]2[CH:48]=[CH:47][C:46]([CH3:49])=[N:45]2)[C:33]([F:36])([F:35])[F:34])[N:3]=1. (3) The product is: [Cl:23][C:10]1[C:9]2[C:4](=[CH:5][CH:6]=[C:7]([I:24])[CH:8]=2)[N:3]=[C:2]([O:26][CH3:25])[C:11]=1[CH2:12][C:13]1[CH:18]=[CH:17][CH:16]=[C:15]([C:19]([F:22])([F:21])[F:20])[CH:14]=1. Given the reactants Cl[C:2]1[C:11]([CH2:12][C:13]2[CH:18]=[CH:17][CH:16]=[C:15]([C:19]([F:22])([F:21])[F:20])[CH:14]=2)=[C:10]([Cl:23])[C:9]2[C:4](=[CH:5][CH:6]=[C:7]([I:24])[CH:8]=2)[N:3]=1.[CH3:25][O-:26].[Na+], predict the reaction product.